From a dataset of Full USPTO retrosynthesis dataset with 1.9M reactions from patents (1976-2016). Predict the reactants needed to synthesize the given product. (1) Given the product [C:7]1(=[CH:10][C:11]2[CH:12]=[CH:13][C:14]([CH2:15][OH:16])=[CH:19][CH:20]=2)[CH2:9][CH2:8]1, predict the reactants needed to synthesize it. The reactants are: [H-].[Al+3].[Li+].[H-].[H-].[H-].[C:7]1(=[CH:10][C:11]2[CH:20]=[CH:19][C:14]([C:15](OC)=[O:16])=[CH:13][CH:12]=2)[CH2:9][CH2:8]1.O. (2) Given the product [ClH:2].[Cl:15][C:11]1[CH:10]=[C:9]([C:5]2[CH:4]=[C:3]([NH:16][C:17]3[CH:18]=[CH:19][C:20]([CH2:23][C:24]([NH2:26])=[O:25])=[CH:21][CH:22]=3)[CH:8]=[CH:7][N:6]=2)[CH:14]=[CH:13][CH:12]=1, predict the reactants needed to synthesize it. The reactants are: Cl.[Cl:2][C:3]1[CH:8]=[CH:7][N:6]=[C:5]([C:9]2[CH:14]=[CH:13][CH:12]=[C:11]([Cl:15])[CH:10]=2)[CH:4]=1.[NH2:16][C:17]1[CH:22]=[CH:21][C:20]([CH2:23][C:24]([NH2:26])=[O:25])=[CH:19][CH:18]=1. (3) Given the product [F:20][C:21]([F:32])([F:33])[O:22][C:23]1[CH:24]=[CH:25][C:26]([NH:29][C:30](=[O:31])[NH:1][C:2]2[CH:3]=[CH:4][C:5]([C:8]3[C:16]4[C:11](=[N:12][CH:13]=[CH:14][CH:15]=4)[NH:10][C:9]=3[C:17]([NH2:19])=[O:18])=[CH:6][CH:7]=2)=[CH:27][CH:28]=1, predict the reactants needed to synthesize it. The reactants are: [NH2:1][C:2]1[CH:7]=[CH:6][C:5]([C:8]2[C:16]3[C:11](=[N:12][CH:13]=[CH:14][CH:15]=3)[NH:10][C:9]=2[C:17]([NH2:19])=[O:18])=[CH:4][CH:3]=1.[F:20][C:21]([F:33])([F:32])[O:22][C:23]1[CH:28]=[CH:27][C:26]([N:29]=[C:30]=[O:31])=[CH:25][CH:24]=1. (4) Given the product [CH3:29][C:24]1([CH3:30])[C:25]([CH3:28])([CH3:27])[O:26][B:22]([C:7]2[CH2:8][CH2:9][N:10]([C:13]([O:15][C:16]([CH3:19])([CH3:18])[CH3:17])=[O:14])[CH2:11][CH:12]=2)[O:23]1, predict the reactants needed to synthesize it. The reactants are: FC(F)(F)S(O[C:7]1[CH2:8][CH2:9][N:10]([C:13]([O:15][C:16]([CH3:19])([CH3:18])[CH3:17])=[O:14])[CH2:11][CH:12]=1)(=O)=O.[B:22]1([B:22]2[O:26][C:25]([CH3:28])([CH3:27])[C:24]([CH3:30])([CH3:29])[O:23]2)[O:26][C:25]([CH3:28])([CH3:27])[C:24]([CH3:30])([CH3:29])[O:23]1.C([O-])(=O)C.[K+].C(Cl)Cl. (5) Given the product [Br:3][C:4]1[CH:5]=[C:6]([CH2:10][OH:11])[CH:7]=[N:8][CH:9]=1, predict the reactants needed to synthesize it. The reactants are: [BH4-].[Na+].[Br:3][C:4]1[CH:5]=[C:6]([CH:10]=[O:11])[CH:7]=[N:8][CH:9]=1. (6) Given the product [F:12][C:13]1[CH:20]=[CH:19][CH:18]=[C:17]([O:7][CH2:6][C:5]2[CH:8]=[CH:9][CH:10]=[CH:11][C:4]=2[Br:3])[C:14]=1[C:15]#[N:16], predict the reactants needed to synthesize it. The reactants are: [H-].[Na+].[Br:3][C:4]1[CH:11]=[CH:10][CH:9]=[CH:8][C:5]=1[CH2:6][OH:7].[F:12][C:13]1[CH:20]=[CH:19][CH:18]=[C:17](F)[C:14]=1[C:15]#[N:16]. (7) Given the product [OH:23][C:21]1[CH:20]=[C:9]([CH:8]=[C:7]([O:6][C@@H:2]([CH3:1])[CH2:3][O:4][CH3:5])[CH:22]=1)[C:10]([NH:12][C:13]1[CH:18]=[N:17][C:16]([CH3:19])=[CH:15][N:14]=1)=[O:11], predict the reactants needed to synthesize it. The reactants are: [CH3:1][C@H:2]([O:6][C:7]1[CH:8]=[C:9]([CH:20]=[C:21]([O:23]CC2C=CC=CC=2)[CH:22]=1)[C:10]([NH:12][C:13]1[CH:18]=[N:17][C:16]([CH3:19])=[CH:15][N:14]=1)=[O:11])[CH2:3][O:4][CH3:5].